Predict the reactants needed to synthesize the given product. From a dataset of Full USPTO retrosynthesis dataset with 1.9M reactions from patents (1976-2016). (1) The reactants are: [Cl:1][C:2]1[CH:7]=[CH:6][C:5]([C:8]2[C:14]3[CH:15]=[CH:16][CH:17]=[CH:18][C:13]=3[N:12]3[C:19]([CH3:22])=[N:20][N:21]=[C:11]3[CH:10]([CH2:23][C:24]([OH:26])=O)[CH:9]=2)=[CH:4][CH:3]=1.CN(C(ON1N=NC2C=CC=NC1=2)=[N+](C)C)C.F[P-](F)(F)(F)(F)F.C(N(CC)CC)C.[CH2:58]1[C:62]2([CH2:67][CH2:66][NH:65][CH2:64][CH2:63]2)[CH2:61][CH2:60][CH2:59]1. Given the product [CH2:61]1[C:62]2([CH2:67][CH2:66][N:65]([C:24](=[O:26])[CH2:23][CH:10]3[CH:9]=[C:8]([C:5]4[CH:6]=[CH:7][C:2]([Cl:1])=[CH:3][CH:4]=4)[C:14]4[CH:15]=[CH:16][CH:17]=[CH:18][C:13]=4[N:12]4[C:19]([CH3:22])=[N:20][N:21]=[C:11]34)[CH2:64][CH2:63]2)[CH2:58][CH2:59][CH2:60]1, predict the reactants needed to synthesize it. (2) The reactants are: C(OC([N:8]([CH2:18][C@H:19]1[CH2:28][CH2:27][C:26]2[C:21](=[CH:22][CH:23]=[C:24]([S:29][C:30]3[CH:31]=[C:32]([CH:36]=[CH:37][CH:38]=3)[C:33]([OH:35])=[O:34])[CH:25]=2)[O:20]1)[CH2:9][C@H:10]([OH:17])[C:11]1[CH:12]=[N:13][CH:14]=[CH:15][CH:16]=1)=O)(C)(C)C.Cl.C(O)(C(F)(F)F)=O. Given the product [OH:17][C@H:10]([C:11]1[CH:12]=[N:13][CH:14]=[CH:15][CH:16]=1)[CH2:9][NH:8][CH2:18][C@H:19]1[CH2:28][CH2:27][C:26]2[C:21](=[CH:22][CH:23]=[C:24]([S:29][C:30]3[CH:31]=[C:32]([CH:36]=[CH:37][CH:38]=3)[C:33]([OH:35])=[O:34])[CH:25]=2)[O:20]1, predict the reactants needed to synthesize it. (3) Given the product [CH2:1]([C:8]1[C:13]([C:24]#[C:23][C:25]([NH2:30])([CH2:28][CH3:29])[CH2:26][CH3:27])=[CH:12][CH:11]=[C:10]([N:15]2[CH2:19][C@@H:18]([O:20][CH3:21])[C@H:17]([OH:22])[CH2:16]2)[N:9]=1)[C:2]1[CH:7]=[CH:6][CH:5]=[CH:4][CH:3]=1, predict the reactants needed to synthesize it. The reactants are: [CH2:1]([C:8]1[C:13](I)=[CH:12][CH:11]=[C:10]([N:15]2[CH2:19][C@@H:18]([O:20][CH3:21])[C@H:17]([OH:22])[CH2:16]2)[N:9]=1)[C:2]1[CH:7]=[CH:6][CH:5]=[CH:4][CH:3]=1.[CH2:23]([C:25]([NH2:30])([CH2:28][CH3:29])[C:26]#[CH:27])[CH3:24]. (4) Given the product [Cl:1][C:2]1[CH:3]=[C:4]([CH:14]=[CH:15][C:16]=1[Cl:17])[CH2:5][N:6]1[CH2:11][CH2:10][O:9][CH:8]([CH2:12][NH:13][C:26](=[O:27])[CH2:25][O:18][C:19]2[CH:24]=[CH:23][CH:22]=[CH:21][CH:20]=2)[CH2:7]1, predict the reactants needed to synthesize it. The reactants are: [Cl:1][C:2]1[CH:3]=[C:4]([CH:14]=[CH:15][C:16]=1[Cl:17])[CH2:5][N:6]1[CH2:11][CH2:10][O:9][CH:8]([CH2:12][NH2:13])[CH2:7]1.[O:18]([CH2:25][C:26](O)=[O:27])[C:19]1[CH:24]=[CH:23][CH:22]=[CH:21][CH:20]=1.